From a dataset of Full USPTO retrosynthesis dataset with 1.9M reactions from patents (1976-2016). Predict the reactants needed to synthesize the given product. The reactants are: [C:1]([N:3]1[C:11]2[C:6](=[CH:7][CH:8]=[CH:9][C:10]=2[F:12])[C:5]([CH:13]([CH3:15])[CH3:14])=[N:4]1)#[CH:2].[N:16]([CH:19]1[CH2:24][CH2:23][N:22]([C:25]([O:27][C:28]([CH3:31])([CH3:30])[CH3:29])=[O:26])[CH2:21][CH2:20]1)=[N+:17]=[N-:18].C(O)(C)(C)C.O. Given the product [F:12][C:10]1[CH:9]=[CH:8][CH:7]=[C:6]2[C:11]=1[N:3]([C:1]1[N:18]=[N:17][N:16]([CH:19]3[CH2:20][CH2:21][N:22]([C:25]([O:27][C:28]([CH3:31])([CH3:30])[CH3:29])=[O:26])[CH2:23][CH2:24]3)[CH:2]=1)[N:4]=[C:5]2[CH:13]([CH3:15])[CH3:14], predict the reactants needed to synthesize it.